This data is from Full USPTO retrosynthesis dataset with 1.9M reactions from patents (1976-2016). The task is: Predict the reactants needed to synthesize the given product. (1) Given the product [O:20]1[CH:21]=[CH:22][CH:23]=[C:19]1[C:4]1[N:3]=[C:2]([NH2:1])[N:7]=[C:6]([NH:34][CH2:33][CH2:32][C:29]2[CH:30]=[CH:31][C:26]([O:25][CH3:24])=[CH:27][CH:28]=2)[C:5]=1[N+:16]([O-:18])=[O:17], predict the reactants needed to synthesize it. The reactants are: [NH2:1][C:2]1[N:7]=[C:6](OS(C(F)(F)F)(=O)=O)[C:5]([N+:16]([O-:18])=[O:17])=[C:4]([C:19]2[O:20][CH:21]=[CH:22][CH:23]=2)[N:3]=1.[CH3:24][O:25][C:26]1[CH:31]=[CH:30][C:29]([CH2:32][CH2:33][NH2:34])=[CH:28][CH:27]=1. (2) Given the product [CH3:26][O:25][C:22]1[SH:23]=[CH:24][CH:20]([C:15]2[CH:16]=[CH:17][C:12]([S:9]([NH2:8])(=[O:10])=[O:11])=[CH:13][C:14]=2[CH3:18])[N:21]=1, predict the reactants needed to synthesize it. The reactants are: B(O)O.C([NH:8][S:9]([C:12]1[CH:17]=[CH:16][CH:15]=[C:14]([CH3:18])[CH:13]=1)(=[O:11])=[O:10])(C)(C)C.Br[C:20]1[N:21]=[C:22]([O:25][CH3:26])[S:23][CH:24]=1. (3) Given the product [N+:15]([C:13]1[CH:12]=[CH:11][C:3]([C:4]([O:6][C:7]([CH3:10])([CH3:9])[CH3:8])=[O:5])=[C:2]([C:23]#[C:22][Si:19]([CH3:21])([CH3:20])[CH3:18])[CH:14]=1)([O-:17])=[O:16], predict the reactants needed to synthesize it. The reactants are: Br[C:2]1[CH:14]=[C:13]([N+:15]([O-:17])=[O:16])[CH:12]=[CH:11][C:3]=1[C:4]([O:6][C:7]([CH3:10])([CH3:9])[CH3:8])=[O:5].[CH3:18][Si:19]([C:22]#[CH:23])([CH3:21])[CH3:20]. (4) Given the product [NH2:13][C:8]1[CH:9]=[C:10]2[C:5](=[CH:6][CH:7]=1)[N:4]=[C:3]([C:16]1[CH:21]=[CH:20][CH:19]=[C:18]([O:22][CH2:23][CH2:24][CH2:25][N:26]3[CH2:27][CH2:28][CH2:29][CH2:30][CH2:31]3)[CH:17]=1)[N:2]([CH3:1])[C:11]2=[O:12], predict the reactants needed to synthesize it. The reactants are: [CH3:1][N:2]1[C:11](=[O:12])[C:10]2[C:5](=[CH:6][CH:7]=[C:8]([N+:13]([O-])=O)[CH:9]=2)[N:4]=[C:3]1[C:16]1[CH:21]=[CH:20][CH:19]=[C:18]([O:22][CH2:23][CH2:24][CH2:25][N:26]2[CH2:31][CH2:30][CH2:29][CH2:28][CH2:27]2)[CH:17]=1.[H][H]. (5) Given the product [CH3:1][C:2]1([CH3:26])[CH2:11][C:10]2[C:5](=[CH:6][CH:7]=[C:8]([C:13]([F:15])([F:14])[F:16])[CH:9]=2)[NH:4][CH:3]1[C:17]1[CH:22]=[CH:21][CH:20]=[C:19]([N+:23]([O-:25])=[O:24])[CH:18]=1, predict the reactants needed to synthesize it. The reactants are: [CH3:1][C:2]1([CH3:26])[CH:11](O)[C:10]2[C:5](=[CH:6][CH:7]=[C:8]([C:13]([F:16])([F:15])[F:14])[CH:9]=2)[NH:4][CH:3]1[C:17]1[CH:22]=[CH:21][CH:20]=[C:19]([N+:23]([O-:25])=[O:24])[CH:18]=1.FC(F)(F)C(O)=O. (6) The reactants are: [CH2:1]([C@H:3]1[N:7]2S(=O)(=O)O[CH2:10][C@@H:6]2[CH2:5][CH2:4]1)[CH3:2].[C:13]([N:16]1[CH2:21][CH2:20][NH:19][CH2:18][C@H:17]1[CH3:22])(=[O:15])[CH3:14].[CH2:23]([O:30][C:31](Cl)=[O:32])[C:24]1[CH:29]=[CH:28][CH:27]=[CH:26][CH:25]=1.C(N(CC)CC)C. Given the product [C:13]([N:16]1[CH2:21][CH2:20][N:19]([CH2:10][C@@H:6]2[CH2:5][CH2:4][C@@H:3]([CH2:1][CH3:2])[N:7]2[C:31]([O:30][CH2:23][C:24]2[CH:29]=[CH:28][CH:27]=[CH:26][CH:25]=2)=[O:32])[CH2:18][C@H:17]1[CH3:22])(=[O:15])[CH3:14], predict the reactants needed to synthesize it. (7) The reactants are: [H-].C([Al+]CC(C)C)C(C)C.C([O:13][C:14]([C:16]1[S:20][C:19]([CH2:21][CH3:22])=[N:18][C:17]=1[CH:23]([CH3:25])[CH3:24])=O)C.C(=O)=O.CO. Given the product [CH2:21]([C:19]1[S:20][C:16]([CH2:14][OH:13])=[C:17]([CH:23]([CH3:24])[CH3:25])[N:18]=1)[CH3:22], predict the reactants needed to synthesize it. (8) Given the product [CH:1]1[C:7]([NH2:8])=[N:6][C:4](=[O:5])[N:3]([C@@H:9]2[O:13][C@H:12]([CH2:14][OH:15])[C@@H:11]([OH:16])[C@@H:10]2[OH:17])[CH:2]=1.[ClH:18], predict the reactants needed to synthesize it. The reactants are: [CH:1]1[C:7]([NH2:8])=[N:6][C:4](=[O:5])[N:3]([C@@H:9]2[O:13][C@H:12]([CH2:14][OH:15])[C@@H:11]([OH:16])[C@@H:10]2[OH:17])[CH:2]=1.[ClH:18]. (9) Given the product [N+:13]([C:4]1[CH:3]=[CH:2][C:7]2[N:8]=[C:23]([C:24]([OH:19])=[O:16])[S:10][C:6]=2[CH:5]=1)([O-:15])=[O:14], predict the reactants needed to synthesize it. The reactants are: C[C:2]1[C:7]2[N:8]=C(C#N)[S:10][C:6]=2[CH:5]=[C:4]([N+:13]([O-:15])=[O:14])[CH:3]=1.[OH-:16].[Na+].Cl.[O:19]1[CH2:24][CH2:23]OCC1.